From a dataset of Reaction yield outcomes from USPTO patents with 853,638 reactions. Predict the reaction yield, written as a fraction of the theoretical maximum amount of product (1.0 means a 100% yield; for example, 0.34 means a 34% yield). (1) The reactants are [Br:1][C:2]1[CH:7]=[CH:6][C:5]([CH:8]2[C:12]([CH3:14])(O)[O:11][N:10]=[C:9]2[C:15]2[CH:16]=[N:17][CH:18]=[CH:19][CH:20]=2)=[CH:4][CH:3]=1.O.C1(C)C=CC(S(O)(=O)=O)=CC=1. The catalyst is CO. The product is [Br:1][C:2]1[CH:3]=[CH:4][C:5]([C:8]2[C:9]([C:15]3[CH:16]=[N:17][CH:18]=[CH:19][CH:20]=3)=[N:10][O:11][C:12]=2[CH3:14])=[CH:6][CH:7]=1. The yield is 0.780. (2) The product is [ClH:13].[CH3:61][O:60][C:55]1[CH:56]=[CH:57][CH:58]=[CH:59][C:54]=1[CH2:53][O:52][C:37]1[CH:38]=[C:39]([NH:41][CH2:42][CH2:43][C:44]2[CH:49]=[CH:48][C:47]([O:50][CH3:51])=[CH:46][CH:45]=2)[N:40]=[C:35]([OH:34])[N:36]=1. The yield is 0.190. The catalyst is CN(C=O)C.O.C(Cl)Cl.CCOC(C)=O. The reactants are COC1C=CC=CC=1CO.[H-].[Na+].[Cl:13]C1N=C(OC)N=C(NCCC2C=CC(OC)=CC=2)C=1.C[O:34][C:35]1[N:40]=[C:39]([NH:41][CH2:42][CH2:43][C:44]2[CH:49]=[CH:48][C:47]([O:50][CH3:51])=[CH:46][CH:45]=2)[CH:38]=[C:37]([O:52][CH2:53][C:54]2[CH:59]=[CH:58][CH:57]=[CH:56][C:55]=2[O:60][CH3:61])[N:36]=1.COC1C=CC=CC=1COC1N=C(NCCC2C=CC(OC)=CC=2)C=C(OCC2C=CC=CC=2OC)N=1.Cl.